From a dataset of Forward reaction prediction with 1.9M reactions from USPTO patents (1976-2016). Predict the product of the given reaction. (1) Given the reactants Br[C:2]1[CH:6]=[CH:5][S:4][CH:3]=1.O=[C:8]1[CH2:12][CH2:11][CH2:10][N:9]1[C:13]([O:15][C:16]([CH3:19])([CH3:18])[CH3:17])=[O:14].CC[O:22]CC, predict the reaction product. The product is: [OH:22][C:12]1([C:2]2[CH:6]=[CH:5][S:4][CH:3]=2)[CH2:11][CH2:10][N:9]([C:13]([O:15][C:16]([CH3:19])([CH3:18])[CH3:17])=[O:14])[CH2:8]1. (2) Given the reactants [CH:1]1[C:10]2[C:5](=[CH:6][CH:7]=[CH:8][CH:9]=2)[CH:4]=[CH:3][C:2]=1[CH2:11][OH:12].Cl[C:14]1[N:15]=[C:16]([OH:24])[C:17]2[CH:23]=[CH:22][N:21]=[CH:20][C:18]=2[N:19]=1, predict the reaction product. The product is: [CH:1]1[C:10]2[C:5](=[CH:6][CH:7]=[CH:8][CH:9]=2)[CH:4]=[CH:3][C:2]=1[CH2:11][O:12][C:14]1[N:15]=[C:16]([OH:24])[C:17]2[CH:23]=[CH:22][N:21]=[CH:20][C:18]=2[N:19]=1. (3) Given the reactants [CH3:1][C:2](C)([O-])C.[K+].[Cl:7][C:8]1[C:16]2[N:15]=[C:14]3[N:17]([C:21]4[C:22]([CH3:30])=[N:23][C:24]([O:28][CH3:29])=[N:25][C:26]=4[CH3:27])[CH2:18][CH2:19][CH2:20][N:13]3[C:12]=2[C:11]([CH2:31][C:32]#[N:33])=[CH:10][CH:9]=1.C(I)C, predict the reaction product. The product is: [Cl:7][C:8]1[C:16]2[N:15]=[C:14]3[N:17]([C:21]4[C:22]([CH3:30])=[N:23][C:24]([O:28][CH3:29])=[N:25][C:26]=4[CH3:27])[CH2:18][CH2:19][CH2:20][N:13]3[C:12]=2[C:11]([CH:31]([CH2:1][CH3:2])[C:32]#[N:33])=[CH:10][CH:9]=1.